Dataset: Reaction yield outcomes from USPTO patents with 853,638 reactions. Task: Predict the reaction yield, written as a fraction of the theoretical maximum amount of product (1.0 means a 100% yield; for example, 0.34 means a 34% yield). (1) The reactants are [OH:1][C:2]1[CH:9]=[CH:8][C:5]([CH:6]=[O:7])=[CH:4][CH:3]=1.[H-].[Na+].Br[CH2:13][CH:14]([C:16]1[CH:21]=[CH:20][C:19]([CH2:22][CH3:23])=[CH:18][N:17]=1)[OH:15].O. The catalyst is CN(C)C=O. The product is [CH2:22]([C:19]1[CH:20]=[CH:21][C:16]([CH:14]([OH:15])[CH2:13][O:1][C:2]2[CH:9]=[CH:8][C:5]([CH:6]=[O:7])=[CH:4][CH:3]=2)=[N:17][CH:18]=1)[CH3:23]. The yield is 0.690. (2) The reactants are [Cl:1][C:2]1[C:10]2[N:9]=[C:8]([NH:11][C:12]3[CH:17]=[CH:16][C:15]([Cl:18])=[CH:14][C:13]=3[Cl:19])[N:7]([CH2:20][CH2:21]O)[C:6]=2[C:5]([CH:23]([CH2:26][CH3:27])[CH2:24][CH3:25])=[CH:4][CH:3]=1.C(N(C(C)C)CC)(C)C.CS(Cl)(=O)=O. The catalyst is O1CCCC1.C(OCC)(=O)C. The product is [Cl:1][C:2]1[C:10]2[N:9]=[C:8]3[N:11]([C:12]4[CH:17]=[CH:16][C:15]([Cl:18])=[CH:14][C:13]=4[Cl:19])[CH2:21][CH2:20][N:7]3[C:6]=2[C:5]([CH:23]([CH2:26][CH3:27])[CH2:24][CH3:25])=[CH:4][CH:3]=1. The yield is 0.230. (3) The reactants are FC1C=CC(CN2C(=O)N(C3SC(C(N)=O)=C(C)N=3)C=N2)=CC=1.[F:24][C:25]1[CH:46]=[CH:45][C:28]([CH2:29][N:30]2[CH2:34][CH2:33][N:32]([C:35]3[S:36][C:37]([C:41]([NH2:43])=O)=[C:38]([CH3:40])[N:39]=3)[C:31]2=[O:44])=[CH:27][CH:26]=1. No catalyst specified. The product is [F:24][C:25]1[CH:46]=[CH:45][C:28]([CH2:29][N:30]2[CH2:34][CH2:33][N:32]([C:35]3[S:36][C:37]([C:41]#[N:43])=[C:38]([CH3:40])[N:39]=3)[C:31]2=[O:44])=[CH:27][CH:26]=1. The yield is 0.680. (4) The reactants are [Cl:1][C:2]1[CH:7]=[CH:6][C:5]([S:8]([N:11]2[CH2:16][CH2:15][CH2:14][C@@H:13]([NH:17][C:18]3[N:23]=[C:22]([C:24]4[N:31]5[C:27]([S:28][CH:29]=[CH:30]5)=[N:26][C:25]=4[C:32]4[CH:37]=[CH:36][CH:35]=[C:34]([C:38]#[N:39])[CH:33]=4)[CH:21]=[CH:20][N:19]=3)[CH2:12]2)(=[O:10])=[O:9])=[CH:4][CH:3]=1.[Br-].[Br-].[Br-].B.C[OH:45]. The catalyst is ClCCl. The product is [Cl:1][C:2]1[CH:7]=[CH:6][C:5]([S:8]([N:11]2[CH2:16][CH2:15][CH2:14][C@@H:13]([NH:17][C:18]3[N:23]=[C:22]([C:24]4[N:31]5[C:27]([S:28][CH:29]=[CH:30]5)=[N:26][C:25]=4[C:32]4[CH:33]=[C:34]([CH:35]=[CH:36][CH:37]=4)[C:38]([NH2:39])=[O:45])[CH:21]=[CH:20][N:19]=3)[CH2:12]2)(=[O:10])=[O:9])=[CH:4][CH:3]=1. The yield is 0.0400. (5) The reactants are [Br:1][C:2]1[CH:3]=[C:4]([OH:15])[CH:5]=[C:6]([NH:8][C:9]2[CH:10]=[N:11][CH:12]=[CH:13][CH:14]=2)[CH:7]=1.[H-].[Na+].[Si:18](Cl)([C:31]([CH3:34])([CH3:33])[CH3:32])([C:25]1[CH:30]=[CH:29][CH:28]=[CH:27][CH:26]=1)[C:19]1[CH:24]=[CH:23][CH:22]=[CH:21][CH:20]=1. The catalyst is CN(C=O)C.C(OC)(C)(C)C. The product is [Br:1][C:2]1[CH:7]=[C:6]([NH:8][C:9]2[CH:10]=[N:11][CH:12]=[CH:13][CH:14]=2)[CH:5]=[C:4]([O:15][Si:18]([C:31]([CH3:34])([CH3:33])[CH3:32])([C:25]2[CH:26]=[CH:27][CH:28]=[CH:29][CH:30]=2)[C:19]2[CH:24]=[CH:23][CH:22]=[CH:21][CH:20]=2)[CH:3]=1. The yield is 0.960. (6) The reactants are [CH3:1][N:2]1[C:6]2=[N:7][C:8]([O:11][CH2:12][C:13]([O:15]CC)=[O:14])=[CH:9][CH:10]=[C:5]2[C:4]([C:18]2[CH:23]=[CH:22][CH:21]=[CH:20][CH:19]=2)=[N:3]1.[Li+].[OH-].Cl. The catalyst is C1COCC1.C(OCC)C. The product is [CH3:1][N:2]1[C:6]2=[N:7][C:8]([O:11][CH2:12][C:13]([OH:15])=[O:14])=[CH:9][CH:10]=[C:5]2[C:4]([C:18]2[CH:23]=[CH:22][CH:21]=[CH:20][CH:19]=2)=[N:3]1. The yield is 0.970. (7) The reactants are [Cl:1][C:2]1[N:6]([C:7]2[CH:12]=[CH:11][CH:10]=[CH:9][CH:8]=2)[N:5]=[N:4][N:3]=1.[N+:13]([O-])([OH:15])=[O:14]. No catalyst specified. The product is [Cl:1][C:2]1[N:6]([C:7]2[CH:12]=[CH:11][C:10]([N+:13]([O-:15])=[O:14])=[CH:9][CH:8]=2)[N:5]=[N:4][N:3]=1. The yield is 0.870.